This data is from CYP3A4 inhibition data for predicting drug metabolism from PubChem BioAssay. The task is: Regression/Classification. Given a drug SMILES string, predict its absorption, distribution, metabolism, or excretion properties. Task type varies by dataset: regression for continuous measurements (e.g., permeability, clearance, half-life) or binary classification for categorical outcomes (e.g., BBB penetration, CYP inhibition). Dataset: cyp3a4_veith. (1) The compound is CN(C(=O)Cc1ccc(Cl)c(Cl)c1)[C@H](CN1CCCC1)c1ccccc1. The result is 1 (inhibitor). (2) The drug is COc1ccc(COc2ccsc2C(=O)Nc2ccc(Cl)c(Cl)c2)cc1. The result is 1 (inhibitor). (3) The drug is CCOC(=O)N1CCN(C(=O)CCn2nc(-c3ccccc3)ccc2=O)CC1. The result is 0 (non-inhibitor). (4) The molecule is Cc1cc(C=O)c(C)n1-c1ccc(N2CCCCC2)c([N+](=O)[O-])c1. The result is 0 (non-inhibitor). (5) The drug is c1ccc2c(c1)nnn2CN1CCOCC1. The result is 0 (non-inhibitor). (6) The drug is N=C1SCC(=O)N1c1nc(-c2ccccc2)cs1. The result is 0 (non-inhibitor). (7) The result is 1 (inhibitor). The molecule is COc1ccc(O[C@H]2C=C[C@@H](c3ccccc3)O[C@@H]2CO/N=C(\C)CCN2CCCc3nc(C)c(C)cc32)cc1. (8) The molecule is NCCCc1c(-c2ccccc2)nc(N)[nH]c1=O. The result is 0 (non-inhibitor). (9) The compound is CCOc1cc(CNCCc2ccc(S(N)(=O)=O)cc2)cc(Cl)c1OCc1ccccc1.Cl. The result is 1 (inhibitor).